The task is: Regression. Given a peptide amino acid sequence and an MHC pseudo amino acid sequence, predict their binding affinity value. This is MHC class I binding data.. This data is from Peptide-MHC class I binding affinity with 185,985 pairs from IEDB/IMGT. The peptide sequence is LLVNEFYI. The MHC is HLA-A02:01 with pseudo-sequence HLA-A02:01. The binding affinity (normalized) is 0.623.